This data is from Retrosynthesis with 50K atom-mapped reactions and 10 reaction types from USPTO. The task is: Predict the reactants needed to synthesize the given product. (1) Given the product COc1ccc(COC(=O)CO)cc1, predict the reactants needed to synthesize it. The reactants are: COc1ccc(CCl)cc1.O=C(O)CO. (2) Given the product CN1CCN(c2cccc3c2C[C@H](NC(=O)c2ccc(F)cc2)CC3)CC1, predict the reactants needed to synthesize it. The reactants are: CN1CCN(c2cccc3c2C[C@H](N)CC3)CC1.O=C(Cl)c1ccc(F)cc1. (3) The reactants are: C1CCNCC1.O=C1NC(=O)/C(=C/c2cccc(Br)n2)S1. Given the product O=C1NC(=O)/C(=C/c2cccc(N3CCCCC3)n2)S1, predict the reactants needed to synthesize it. (4) Given the product COC(=O)[C@H](C(C)C)N1Cc2ccc(-c3ccc(NC(=S)Nc4cccc(C#N)c4)cc3)cc2C1=O, predict the reactants needed to synthesize it. The reactants are: COC(=O)[C@H](C(C)C)N1Cc2ccc(-c3ccc(NC(=S)Nc4ccccc4F)cc3)cc2C1=O.N#Cc1cccc(N=C=S)c1. (5) The reactants are: Nc1ccccc1.O=C(O)CCl. Given the product O=C(CCl)Nc1ccccc1, predict the reactants needed to synthesize it. (6) Given the product Cc1ccc2nc(N3CCS(=O)(=O)c4ccccc4C3)cc(N3CC[C@@H](O)C3)c2c1, predict the reactants needed to synthesize it. The reactants are: Cc1ccc2nc(N3CCS(=O)(=O)c4ccccc4C3)cc(Cl)c2c1.O[C@@H]1CCNC1. (7) Given the product CCOC(=O)c1ccc(C(=O)Nc2ccc3c(c2)CCCC(=O)N3C)cc1, predict the reactants needed to synthesize it. The reactants are: CCOC(=O)c1ccc(C(=O)Cl)cc1.CN1C(=O)CCCc2cc(N)ccc21.